This data is from Full USPTO retrosynthesis dataset with 1.9M reactions from patents (1976-2016). The task is: Predict the reactants needed to synthesize the given product. (1) Given the product [CH3:1][O:2][C:3](=[O:11])[C:4]1[CH:9]=[CH:8][C:7](/[C:19](/[CH2:20][OH:21])=[CH:18]\[CH:12]2[CH2:17][CH2:16][CH2:15][CH2:14][CH2:13]2)=[CH:6][CH:5]=1, predict the reactants needed to synthesize it. The reactants are: [CH3:1][O:2][C:3](=[O:11])[C:4]1[CH:9]=[CH:8][C:7](Br)=[CH:6][CH:5]=1.[CH:12]1(/[CH:18]=[C:19](\B2OC(C)(C)C(C)(C)O2)/[CH2:20][OH:21])[CH2:17][CH2:16][CH2:15][CH2:14][CH2:13]1.[F-].[Cs+]. (2) Given the product [OH:1][CH2:2][C@@H:7]1[CH2:8][C@H:4]([NH:3][C:9](=[O:10])[O:11][C:12]([CH3:14])([CH3:13])[CH3:15])[CH:5]=[CH:6]1, predict the reactants needed to synthesize it. The reactants are: [O:1]=[C:2]1[C@@H:7]2[CH2:8][C@@H:4]([CH:5]=[CH:6]2)[N:3]1[C:9]([O:11][C:12]([CH3:15])([CH3:14])[CH3:13])=[O:10].[BH4-].[Na+].Cl. (3) Given the product [F:27][C:24]1[CH:25]=[CH:26][C:21]([NH:20][C:17]2[N:18]([CH3:19])[C:9]3[C:8]4[C:7](=[O:29])[NH:6][C:5]([CH:4]=[CH:3][CH2:2][NH:1][C:37]([CH:34]5[CH2:35][CH2:36][P:31]([CH3:30])(=[O:40])[CH2:32][CH2:33]5)=[O:38])=[C:14]([CH3:15])[C:13]=4[CH:12]=[CH:11][C:10]=3[N:16]=2)=[C:22]([CH3:28])[CH:23]=1, predict the reactants needed to synthesize it. The reactants are: [NH2:1][CH2:2][CH:3]=[CH:4][C:5]1[NH:6][C:7](=[O:29])[C:8]2[C:9]3[N:18]([CH3:19])[C:17]([NH:20][C:21]4[CH:26]=[CH:25][C:24]([F:27])=[CH:23][C:22]=4[CH3:28])=[N:16][C:10]=3[CH:11]=[CH:12][C:13]=2[C:14]=1[CH3:15].[CH3:30][P:31]1(=[O:40])[CH2:36][CH2:35][CH:34]([C:37](O)=[O:38])[CH2:33][CH2:32]1.CN(C(ON1N=NC2C=CC=NC1=2)=[N+](C)C)C.F[P-](F)(F)(F)(F)F.